Predict the reaction yield, written as a fraction of the theoretical maximum amount of product (1.0 means a 100% yield; for example, 0.34 means a 34% yield). From a dataset of Reaction yield outcomes from USPTO patents with 853,638 reactions. (1) The reactants are [CH:1]([C:4]1[CH:9]=[CH:8][CH:7]=[CH:6][C:5]=1[S:10][C:11]1[CH:16]=[CH:15][C:14]([C:17](=[O:19])[CH3:18])=[CH:13][C:12]=1[C:20]([F:23])([F:22])[F:21])([CH3:3])[CH3:2].[H-].[Na+].[C:26](=O)([O:30]CC)[O:27][CH2:28][CH3:29].Cl. The catalyst is C1COCC1. The product is [CH2:28]([O:27][C:26](=[O:30])[CH2:18][C:17]([C:14]1[CH:15]=[CH:16][C:11]([S:10][C:5]2[CH:6]=[CH:7][CH:8]=[CH:9][C:4]=2[CH:1]([CH3:3])[CH3:2])=[C:12]([C:20]([F:23])([F:21])[F:22])[CH:13]=1)=[O:19])[CH3:29]. The yield is 0.760. (2) The reactants are [H-].[Na+].[N:3]1[C:12]2[C:7](=[CH:8][CH:9]=[CH:10][C:11]=2[OH:13])[CH:6]=[CH:5][CH:4]=1.Br[CH:15]([CH3:21])[C:16]([O:18][CH2:19][CH3:20])=[O:17]. The catalyst is CN(C=O)C.O. The product is [N:3]1[C:12]2[C:7](=[CH:8][CH:9]=[CH:10][C:11]=2[O:13][CH:15]([CH3:21])[C:16]([O:18][CH2:19][CH3:20])=[O:17])[CH:6]=[CH:5][CH:4]=1. The yield is 0.592. (3) The reactants are [CH3:1][CH:2]1[NH:7][CH:6]([CH3:8])[CH2:5][N:4]([C:9]2[CH:19]=[CH:18][C:12]([C:13]([O:15][CH2:16][CH3:17])=[O:14])=[CH:11][CH:10]=2)[CH2:3]1.[CH2:20]=O.[BH4-].[Na+]. The catalyst is C(O)C.C(#N)C.CC(C)[O-].[Ti+4].CC(C)[O-].CC(C)[O-].CC(C)[O-]. The product is [CH3:8][CH:6]1[N:7]([CH3:20])[CH:2]([CH3:1])[CH2:3][N:4]([C:9]2[CH:19]=[CH:18][C:12]([C:13]([O:15][CH2:16][CH3:17])=[O:14])=[CH:11][CH:10]=2)[CH2:5]1. The yield is 1.12. (4) The reactants are [H-].[Na+].[I:3][C:4]1[C:9]([CH3:10])=[CH:8][CH:7]=[CH:6][C:5]=1[CH2:11][OH:12].Br[CH2:14][C:15]([O:17][C:18]([CH3:21])([CH3:20])[CH3:19])=[O:16].CCOC(C)=O. The catalyst is CN(C=O)C.O. The product is [C:18]([O:17][C:15](=[O:16])[CH2:14][O:12][CH2:11][C:5]1[CH:6]=[CH:7][CH:8]=[C:9]([CH3:10])[C:4]=1[I:3])([CH3:21])([CH3:20])[CH3:19]. The yield is 0.790. (5) The product is [Si:19]([O:11][CH2:10][CH2:9][C@@H:8]([C:5]1[CH:6]=[CH:7][C:2]([Cl:1])=[C:3]([F:13])[CH:4]=1)[OH:12])([C:22]([CH3:25])([CH3:24])[CH3:23])([CH3:21])[CH3:20]. The yield is 0.513. The reactants are [Cl:1][C:2]1[CH:7]=[CH:6][C:5]([C@@H:8]([OH:12])[CH2:9][CH2:10][OH:11])=[CH:4][C:3]=1[F:13].N1C=CN=C1.[Si:19](Cl)([C:22]([CH3:25])([CH3:24])[CH3:23])([CH3:21])[CH3:20]. The catalyst is ClCCl.